From a dataset of Full USPTO retrosynthesis dataset with 1.9M reactions from patents (1976-2016). Predict the reactants needed to synthesize the given product. (1) Given the product [C:1]1([S:7]([CH2:10][C:11]2[CH:16]=[C:15]([N:28]3[CH2:29][CH2:30][O:31][CH2:32][C@@H:27]3[CH3:26])[N:14]=[C:13]([Cl:18])[N:12]=2)(=[O:9])=[O:8])[CH:6]=[CH:5][CH:4]=[CH:3][CH:2]=1, predict the reactants needed to synthesize it. The reactants are: [C:1]1([S:7]([CH2:10][C:11]2[CH:16]=[C:15](Cl)[N:14]=[C:13]([Cl:18])[N:12]=2)(=[O:9])=[O:8])[CH:6]=[CH:5][CH:4]=[CH:3][CH:2]=1.C(N(CC)CC)C.[CH3:26][C@H:27]1[CH2:32][O:31][CH2:30][CH2:29][NH:28]1. (2) The reactants are: [CH3:1][N:2]1[C:6](C(O)=O)=[C:5]([C:10]2[CH:15]=[CH:14][CH:13]=[CH:12][CH:11]=2)[CH:4]=[N:3]1.[Cl:16][C:17]1[CH:22]=[CH:21][CH:20]=[CH:19][C:18]=1[CH:23]([OH:25])[CH3:24].C1C=CC(P(N=[N+]=[N-])(C2C=CC=CC=2)=[O:33])=CC=1.C([N:45]([CH2:48]C)CC)C. Given the product [Cl:16][C:17]1[CH:22]=[CH:21][CH:20]=[CH:19][C:18]=1[CH:23]([O:25][C:48](=[O:33])[NH:45][C:6]1[N:2]([CH3:1])[N:3]=[CH:4][C:5]=1[C:10]1[CH:11]=[CH:12][CH:13]=[CH:14][CH:15]=1)[CH3:24], predict the reactants needed to synthesize it. (3) Given the product [CH2:39]([O:38][P:34]([C:31]1[CH:32]=[CH:33][C:28]([NH:27][C:2]2[CH:7]=[C:6]([O:8][C:9]3[C:18]4[C:13](=[CH:14][CH:15]=[CH:16][CH:17]=4)[C:12]([NH:19][C:20](=[O:26])[O:21][C:22]([CH3:25])([CH3:24])[CH3:23])=[CH:11][CH:10]=3)[CH:5]=[CH:4][N:3]=2)=[CH:29][C:30]=1[O:42][CH3:43])([O:35][CH2:36][CH3:37])=[O:41])[CH3:40], predict the reactants needed to synthesize it. The reactants are: Cl[C:2]1[CH:7]=[C:6]([O:8][C:9]2[C:18]3[C:13](=[CH:14][CH:15]=[CH:16][CH:17]=3)[C:12]([NH:19][C:20](=[O:26])[O:21][C:22]([CH3:25])([CH3:24])[CH3:23])=[CH:11][CH:10]=2)[CH:5]=[CH:4][N:3]=1.[NH2:27][C:28]1[CH:33]=[CH:32][C:31]([P:34](=[O:41])([O:38][CH2:39][CH3:40])[O:35][CH2:36][CH3:37])=[C:30]([O:42][CH3:43])[CH:29]=1.C(=O)([O-])[O-].[K+].[K+].CC(C1C=C(C(C)C)C(C2C(P(C3CCCCC3)C3CCCCC3)=C(OC)C=CC=2OC)=C(C(C)C)C=1)C. (4) Given the product [CH2:8]([C:2]1[NH:24][C:15](=[O:17])[CH2:14][CH:13]([CH2:25][CH:26]([CH3:30])[CH3:27])[C:3]=1[C:4]([O:6][CH3:7])=[O:5])[CH3:9], predict the reactants needed to synthesize it. The reactants are: O=[C:2]([CH2:8][CH3:9])[CH2:3][C:4]([O:6][CH3:7])=[O:5].CC1(C)O[C:15](=[O:17])[CH2:14][C:13](=O)O1.C([O-])(=O)C.[NH4+:24].[CH3:25][CH:26]([CH3:30])[CH2:27]C=O.